This data is from Clinical trial toxicity outcomes and FDA approval status for drugs. The task is: Regression/Classification. Given a drug SMILES string, predict its toxicity properties. Task type varies by dataset: regression for continuous values (e.g., LD50, hERG inhibition percentage) or binary classification for toxic/non-toxic outcomes (e.g., AMES mutagenicity, cardiotoxicity, hepatotoxicity). Dataset: clintox. The molecule is [NH3+]C(CO)(CO)CO. The result is 0 (passed clinical trial).